Dataset: Full USPTO retrosynthesis dataset with 1.9M reactions from patents (1976-2016). Task: Predict the reactants needed to synthesize the given product. (1) Given the product [O:16]=[C:9]1[C:10]2[CH2:15][CH2:14][CH2:13][CH2:12][C:11]=2[C:7](=[CH:34][C:30]2[CH:29]=[C:28]([CH:33]=[CH:32][CH:31]=2)[C:27]([O:26][CH3:25])=[O:36])[O:8]1, predict the reactants needed to synthesize it. The reactants are: [Br-].C([P+](CCCC)(CCCC)[CH:7]1[C:11]2[CH2:12][CH2:13][CH2:14][CH2:15][C:10]=2[C:9](=[O:16])[O:8]1)CCC.[CH3:25][O:26][C:27](=[O:36])[C:28]1[CH:33]=[CH:32][CH:31]=[C:30]([CH:34]=O)[CH:29]=1.C(N(CC)CC)C. (2) Given the product [CH2:21]([O:23][P:8]([C:15]1[CH:20]=[CH:19][CH:18]=[CH:17][CH:16]=1)[C:9]1[CH:14]=[CH:13][CH:12]=[CH:11][CH:10]=1)[CH3:22], predict the reactants needed to synthesize it. The reactants are: CN1C=CN=C1.Cl[P:8]([C:15]1[CH:20]=[CH:19][CH:18]=[CH:17][CH:16]=1)[C:9]1[CH:14]=[CH:13][CH:12]=[CH:11][CH:10]=1.[CH2:21]([OH:23])[CH3:22]. (3) Given the product [CH3:12][O:13][C@H:14]1[CH2:18][CH2:17][N:16]([C:2]2[CH:7]=[CH:6][C:5]([N+:8]([O-:10])=[O:9])=[CH:4][N:3]=2)[CH2:15]1, predict the reactants needed to synthesize it. The reactants are: Cl[C:2]1[CH:7]=[CH:6][C:5]([N+:8]([O-:10])=[O:9])=[CH:4][N:3]=1.Cl.[CH3:12][O:13][C@H:14]1[CH2:18][CH2:17][NH:16][CH2:15]1.C(=O)([O-])[O-].[K+].[K+]. (4) Given the product [CH:13]([C:16]1[CH:21]=[CH:20][CH:19]=[C:18]([CH3:22])[C:17]=1[N:23]=[C:10]([C:8]1[N:9]=[C:4]([C:1](=[O:3])[CH3:2])[CH:5]=[CH:6][CH:7]=1)[CH3:11])([CH3:15])[CH3:14], predict the reactants needed to synthesize it. The reactants are: [C:1]([C:4]1[N:9]=[C:8]([C:10](=O)[CH3:11])[CH:7]=[CH:6][CH:5]=1)(=[O:3])[CH3:2].[CH:13]([C:16]1[CH:21]=[CH:20][CH:19]=[C:18]([CH3:22])[C:17]=1[NH2:23])([CH3:15])[CH3:14].C1(C)C=CC(S(O)(=O)=O)=CC=1. (5) Given the product [Cl:1][C:2]1[CH:3]=[CH:4][C:5]([N:8]([C:9]2[N:13]([CH3:14])[C:12]3[CH:15]=[CH:16][CH:17]=[CH:18][C:11]=3[N:10]=2)[S:25]([C:19]2[CH:24]=[CH:23][CH:22]=[CH:21][CH:20]=2)(=[O:27])=[O:26])=[CH:6][CH:7]=1, predict the reactants needed to synthesize it. The reactants are: [Cl:1][C:2]1[CH:7]=[CH:6][C:5]([NH:8][C:9]2[N:13]([CH3:14])[C:12]3[CH:15]=[CH:16][CH:17]=[CH:18][C:11]=3[N:10]=2)=[CH:4][CH:3]=1.[C:19]1([S:25](Cl)(=[O:27])=[O:26])[CH:24]=[CH:23][CH:22]=[CH:21][CH:20]=1. (6) The reactants are: [NH2:1][C:2]1[CH:7]=[CH:6][C:5]([C:8]2[C:16]3[C:11](=[CH:12][C:13]([F:17])=[CH:14][CH:15]=3)[N:10]([S:18]([C:21]3[CH:26]=[CH:25][CH:24]=[CH:23][CH:22]=3)(=[O:20])=[O:19])[CH:9]=2)=[CH:4][C:3]=1[NH:27][C:28](=O)[CH2:29][Cl:30].NC1C=C(C2C3C(=CC(F)=CC=3)N(S(C3C=CC=CC=3)(=O)=O)C=2)C=CC=1NC(=O)CCl. Given the product [C:21]1([S:18]([N:10]2[C:11]3[C:16](=[CH:15][CH:14]=[C:13]([F:17])[CH:12]=3)[C:8]([C:5]3[CH:6]=[CH:7][C:2]4[N:1]=[C:28]([CH2:29][Cl:30])[NH:27][C:3]=4[CH:4]=3)=[CH:9]2)(=[O:20])=[O:19])[CH:26]=[CH:25][CH:24]=[CH:23][CH:22]=1, predict the reactants needed to synthesize it.